Dataset: Catalyst prediction with 721,799 reactions and 888 catalyst types from USPTO. Task: Predict which catalyst facilitates the given reaction. Reactant: [CH3:1][O:2][C:3]1[CH:8]=[CH:7][C:6]([S:9][CH2:10][CH2:11][NH:12][C:13]([N:15]2[CH2:20][CH2:19][O:18][CH2:17][CH2:16]2)=[O:14])=[CH:5][CH:4]=1.C=O.[C:23]1(C)C=CC(S(O)(=O)=O)=CC=1. Product: [CH3:1][O:2][C:3]1[CH:4]=[CH:5][C:6]2[S:9][CH2:10][CH2:11][N:12]([C:13]([N:15]3[CH2:20][CH2:19][O:18][CH2:17][CH2:16]3)=[O:14])[CH2:23][C:7]=2[CH:8]=1. The catalyst class is: 48.